This data is from NCI-60 drug combinations with 297,098 pairs across 59 cell lines. The task is: Regression. Given two drug SMILES strings and cell line genomic features, predict the synergy score measuring deviation from expected non-interaction effect. (1) Drug 1: CCN(CC)CCCC(C)NC1=C2C=C(C=CC2=NC3=C1C=CC(=C3)Cl)OC. Drug 2: CC1C(C(CC(O1)OC2CC(CC3=C2C(=C4C(=C3O)C(=O)C5=C(C4=O)C(=CC=C5)OC)O)(C(=O)CO)O)N)O.Cl. Cell line: IGROV1. Synergy scores: CSS=35.6, Synergy_ZIP=1.61, Synergy_Bliss=0.509, Synergy_Loewe=-22.6, Synergy_HSA=-0.217. (2) Drug 1: CC(CN1CC(=O)NC(=O)C1)N2CC(=O)NC(=O)C2. Drug 2: C1C(C(OC1N2C=C(C(=O)NC2=O)F)CO)O. Cell line: SN12C. Synergy scores: CSS=39.1, Synergy_ZIP=-6.11, Synergy_Bliss=-4.00, Synergy_Loewe=-2.66, Synergy_HSA=0.344. (3) Drug 1: CC12CCC3C(C1CCC2O)C(CC4=C3C=CC(=C4)O)CCCCCCCCCS(=O)CCCC(C(F)(F)F)(F)F. Drug 2: CS(=O)(=O)OCCCCOS(=O)(=O)C. Cell line: UO-31. Synergy scores: CSS=4.29, Synergy_ZIP=-0.845, Synergy_Bliss=1.74, Synergy_Loewe=1.74, Synergy_HSA=0.875. (4) Drug 1: COC1=C(C=C2C(=C1)N=CN=C2NC3=CC(=C(C=C3)F)Cl)OCCCN4CCOCC4. Drug 2: C(CN)CNCCSP(=O)(O)O. Cell line: PC-3. Synergy scores: CSS=8.54, Synergy_ZIP=-2.88, Synergy_Bliss=-0.474, Synergy_Loewe=-14.7, Synergy_HSA=-1.08.